From a dataset of Reaction yield outcomes from USPTO patents with 853,638 reactions. Predict the reaction yield, written as a fraction of the theoretical maximum amount of product (1.0 means a 100% yield; for example, 0.34 means a 34% yield). (1) The reactants are [OH:1][C@@H:2]1[CH2:19][N:5]2[C:6](=[O:18])[CH2:7][CH2:8][N:9]([C:11]([O:13][C:14]([CH3:17])([CH3:16])[CH3:15])=[O:12])[CH2:10][C@H:4]2[CH2:3]1.CC(C)([O-])C.[K+].Br[C:27]1[CH:32]=[N:31][C:30]([CH:33]2[CH2:35][CH2:34]2)=[CH:29][N:28]=1.CO. The catalyst is O1CCCC1. The product is [CH:33]1([C:30]2[N:31]=[CH:32][C:27]([O:1][C@@H:2]3[CH2:19][N:5]4[C:6](=[O:18])[CH2:7][CH2:8][N:9]([C:11]([O:13][C:14]([CH3:15])([CH3:16])[CH3:17])=[O:12])[CH2:10][C@H:4]4[CH2:3]3)=[N:28][CH:29]=2)[CH2:35][CH2:34]1. The yield is 0.520. (2) The reactants are [CH2:1]([O:3][C:4](=[O:37])[CH2:5][C:6](=[O:36])[NH:7][C:8]1[CH:13]=[CH:12][C:11]([C:14]([C:16]2[S:17][CH:18]=[C:19]([C:21]3[CH:26]=[CH:25][CH:24]=[CH:23][CH:22]=3)[N:20]=2)=[O:15])=[CH:10][C:9]=1[C:27](=O)[C:28]1[CH:33]=[CH:32][CH:31]=[C:30]([Cl:34])[CH:29]=1)[CH3:2].CC(O)(C)C.[K].Cl. The catalyst is COCCOC. The product is [Cl:34][C:30]1[CH:29]=[C:28]([C:27]2[C:9]3[C:8](=[CH:13][CH:12]=[C:11]([C:14]([C:16]4[S:17][CH:18]=[C:19]([C:21]5[CH:22]=[CH:23][CH:24]=[CH:25][CH:26]=5)[N:20]=4)=[O:15])[CH:10]=3)[NH:7][C:6](=[O:36])[C:5]=2[C:4]([O:3][CH2:1][CH3:2])=[O:37])[CH:33]=[CH:32][CH:31]=1. The yield is 0.700. (3) The reactants are Cl.[Br:2][C:3]1[CH:14]=[N:13][C:6]2[NH:7][C:8](=O)[CH2:9][NH:10][CH2:11][C:5]=2[CH:4]=1.[H-].[H-].[H-].[H-].[Li+].[Al+3]. The catalyst is C1COCC1. The product is [Br:2][C:3]1[CH:14]=[N:13][C:6]2[NH:7][CH2:8][CH2:9][NH:10][CH2:11][C:5]=2[CH:4]=1. The yield is 0.440. (4) The reactants are [C:1]([O:5][C:6]([N:8]1[CH2:13][C:12]([CH3:15])([CH3:14])[N:11]([CH2:16][C:17]2[CH:22]=[C:21](Br)[N:20]=[C:19]3[N:24]([CH:28]4[CH2:33][CH2:32][CH2:31][CH2:30][O:29]4)[N:25]=[C:26]([CH3:27])[C:18]=23)[CH2:10][C:9]1([CH2:35][CH3:36])[CH3:34])=[O:7])([CH3:4])([CH3:3])[CH3:2].[OH:37][C:38]1[CH:43]=[CH:42][C:41](B(O)O)=[CH:40][CH:39]=1.C(=O)([O-])[O-].[K+].[K+].O. The catalyst is COCCOC.O.C(OCC)(=O)C. The product is [C:1]([O:5][C:6]([N:8]1[CH2:13][C:12]([CH3:15])([CH3:14])[N:11]([CH2:16][C:17]2[CH:22]=[C:21]([C:41]3[CH:42]=[CH:43][C:38]([OH:37])=[CH:39][CH:40]=3)[N:20]=[C:19]3[N:24]([CH:28]4[CH2:33][CH2:32][CH2:31][CH2:30][O:29]4)[N:25]=[C:26]([CH3:27])[C:18]=23)[CH2:10][C:9]1([CH2:35][CH3:36])[CH3:34])=[O:7])([CH3:4])([CH3:3])[CH3:2]. The yield is 0.270.